This data is from NCI-60 drug combinations with 297,098 pairs across 59 cell lines. The task is: Regression. Given two drug SMILES strings and cell line genomic features, predict the synergy score measuring deviation from expected non-interaction effect. (1) Drug 1: C1=NC2=C(N1)C(=S)N=C(N2)N. Drug 2: C1CC(C1)(C(=O)O)C(=O)O.[NH2-].[NH2-].[Pt+2]. Cell line: SF-268. Synergy scores: CSS=25.6, Synergy_ZIP=-7.62, Synergy_Bliss=-6.17, Synergy_Loewe=-13.8, Synergy_HSA=-4.66. (2) Drug 1: C1=CC(=CC=C1CCC2=CNC3=C2C(=O)NC(=N3)N)C(=O)NC(CCC(=O)O)C(=O)O. Drug 2: C1C(C(OC1N2C=NC3=C2NC=NCC3O)CO)O. Cell line: UACC62. Synergy scores: CSS=9.91, Synergy_ZIP=-4.35, Synergy_Bliss=-0.00415, Synergy_Loewe=-4.39, Synergy_HSA=0.220. (3) Drug 1: C1=C(C(=O)NC(=O)N1)F. Drug 2: CC1=C(C=C(C=C1)C(=O)NC2=CC(=CC(=C2)C(F)(F)F)N3C=C(N=C3)C)NC4=NC=CC(=N4)C5=CN=CC=C5. Cell line: ACHN. Synergy scores: CSS=45.6, Synergy_ZIP=7.50, Synergy_Bliss=5.69, Synergy_Loewe=3.93, Synergy_HSA=5.14. (4) Drug 1: CNC(=O)C1=CC=CC=C1SC2=CC3=C(C=C2)C(=NN3)C=CC4=CC=CC=N4. Drug 2: CN(CCCl)CCCl.Cl. Cell line: RXF 393. Synergy scores: CSS=10.8, Synergy_ZIP=-2.90, Synergy_Bliss=-0.646, Synergy_Loewe=-1.49, Synergy_HSA=-0.0103. (5) Drug 1: C(CCl)NC(=O)N(CCCl)N=O. Drug 2: CC1C(C(CC(O1)OC2CC(CC3=C2C(=C4C(=C3O)C(=O)C5=CC=CC=C5C4=O)O)(C(=O)C)O)N)O. Cell line: SF-295. Synergy scores: CSS=46.5, Synergy_ZIP=-3.82, Synergy_Bliss=-4.18, Synergy_Loewe=-3.26, Synergy_HSA=-1.38.